This data is from Experimentally validated miRNA-target interactions with 360,000+ pairs, plus equal number of negative samples. The task is: Binary Classification. Given a miRNA mature sequence and a target amino acid sequence, predict their likelihood of interaction. (1) The miRNA is hsa-miR-4482-3p with sequence UUUCUAUUUCUCAGUGGGGCUC. The protein sequence of the target gene is MEAVLNELVSVEDLLKFEKKFQSEKAAGSVSKSTQFEYAWCLVRSKYNDDIRKGIVLLEELLPKGSKEEQRDYVFYLAVGNYRLKEYEKALKYVRGLLQTEPQNNQAKELERLIDKAMKKDGLVGMAIVGGMALGVAGLAGLIGLAVSKSKS. Result: 0 (no interaction). (2) Result: 1 (interaction). The miRNA is mmu-miR-9-5p with sequence UCUUUGGUUAUCUAGCUGUAUGA. The protein sequence of the target gene is MPAARVEYIAPWWVVWLHSVPHLGLRLQRVDSTFSPGDETYQESLLFLGVLAAIGLGLNLIFLTVYLVCTCCCRRDHTVQTKQQESCCVTWTAVVAGLLCCAAVGVGFYGNSETNDGMHQLIYSLDNANHTFSGMDELVSANTQRMKVDLEQHLARLSEIIAARGDYIQTLKFMQQMAGNVVSQLSGLPVWREVTTQLTKLSHQTAYVEYYRWLSYLLLFILDLVICLVTCLGLARRSKCLLASMLCCGILTLILSWASLAADAAAAVGTSDFCMAPDIYILNNTGSQINSEVTRYYLHC....